From a dataset of Full USPTO retrosynthesis dataset with 1.9M reactions from patents (1976-2016). Predict the reactants needed to synthesize the given product. (1) The reactants are: [CH2:1]1COCC1.[Br:6][C:7]1[CH:17]=[CH:16][C:10](C(OCC)=O)=[C:9]([C:18]2[C:27]3[C:22](=[CH:23][CH:24]=[CH:25][CH:26]=3)[CH:21]=[CH:20][CH:19]=2)[CH:8]=1.C[Mg]Br.[Cl-].[NH4+].C([O:35][CH2:36][CH3:37])C. Given the product [Br:6][C:7]1[CH:17]=[CH:16][C:10]([C:36]([OH:35])([CH3:37])[CH3:1])=[C:9]([C:18]2[C:27]3[C:22](=[CH:23][CH:24]=[CH:25][CH:26]=3)[CH:21]=[CH:20][CH:19]=2)[CH:8]=1, predict the reactants needed to synthesize it. (2) The reactants are: [C:1]([CH:4]([CH2:8][CH:9]=[C:10]([CH3:12])[CH3:11])[C:5]([OH:7])=[O:6])([CH3:3])=[CH2:2].C(=O)([O-])[O-].[K+].[K+].[C:19]1(C)C=CC=C[CH:20]=1.S(OCC)(OCC)(=O)=O. Given the product [C:1]([CH:4]([CH2:8][CH:9]=[C:10]([CH3:12])[CH3:11])[C:5]([O:7][CH2:19][CH3:20])=[O:6])([CH3:3])=[CH2:2], predict the reactants needed to synthesize it.